This data is from Forward reaction prediction with 1.9M reactions from USPTO patents (1976-2016). The task is: Predict the product of the given reaction. (1) The product is: [Cl:1][CH2:2][S:3]([C:5]1[C:14](=[O:15])[C:13]2[C:8](=[CH:9][C:10]([F:16])=[CH:11][CH:12]=2)[N:7]([CH3:17])[CH:6]=1)(=[O:23])=[O:4]. Given the reactants [Cl:1][CH2:2][S:3]([C:5]1[C:14](=[O:15])[C:13]2[C:8](=[CH:9][C:10]([F:16])=[CH:11][CH:12]=2)[N:7]([CH3:17])[CH:6]=1)=[O:4].ClC1C=C(C=CC=1)C(OO)=[O:23], predict the reaction product. (2) Given the reactants [F:1][C:2]([F:30])([F:29])[C:3]1[CH:4]=[C:5]([C@H:13]2[O:17][C:16](=[O:18])[N:15]([CH2:19][C:20]3[C:25](Br)=[CH:24][CH:23]=[C:22](Cl)[N:21]=3)[C@H:14]2[CH3:28])[CH:6]=[C:7]([C:9]([F:12])([F:11])[F:10])[CH:8]=1.[B:40]1([B:40]2[O:44][C:43]([CH3:46])([CH3:45])[C:42]([CH3:48])([CH3:47])[O:41]2)[O:44][C:43]([CH3:46])([CH3:45])[C:42]([CH3:48])([CH3:47])[O:41]1.C([O-])(=O)C.[K+].C1(P(C2CCCCC2)C2C=CC=CC=2C2C(C(C)C)=CC(C(C)C)=CC=2C(C)C)CCCCC1.[CH3:88][C:89]([N:91]([CH3:93])C)=O, predict the reaction product. The product is: [N:91]1([C:22]2[N:21]=[C:20]([CH2:19][N:15]3[C@@H:14]([CH3:28])[C@@H:13]([C:5]4[CH:4]=[C:3]([C:2]([F:30])([F:29])[F:1])[CH:8]=[C:7]([C:9]([F:12])([F:11])[F:10])[CH:6]=4)[O:17][C:16]3=[O:18])[C:25]([B:40]3[O:41][C:42]([CH3:47])([CH3:48])[C:43]([CH3:45])([CH3:46])[O:44]3)=[CH:24][CH:23]=2)[CH2:89][CH2:88][CH2:93]1. (3) Given the reactants [CH3:1][C:2](=[O:7])[CH2:3][C:4](=[O:6])[CH3:5].[Cl:8][C:9]1[CH:10]=[C:11]([CH:14]=[CH:15][CH:16]=1)[CH2:12]Br.[Na+].[Cl-].Cl, predict the reaction product. The product is: [Cl:8][C:9]1[CH:10]=[C:11]([CH:14]=[CH:15][CH:16]=1)[CH2:12][CH:3]([C:2](=[O:7])[CH3:1])[C:4](=[O:6])[CH3:5].